Task: Predict the reaction yield, written as a fraction of the theoretical maximum amount of product (1.0 means a 100% yield; for example, 0.34 means a 34% yield).. Dataset: Reaction yield outcomes from USPTO patents with 853,638 reactions (1) The reactants are Br[C:2]1[CH:7]=[CH:6][CH:5]=[CH:4][C:3]=1[CH2:8][CH2:9][C:10]([N:12]([CH:22]([CH3:24])[CH3:23])[NH:13][C:14](=[O:21])[C:15]1[CH:20]=[CH:19][CH:18]=[CH:17][CH:16]=1)=[O:11].C([O-])([O-])=O.[Na+].[Na+].[CH3:31][C:32]1[CH:37]=[CH:36][C:35]([CH3:38])=[CH:34][C:33]=1B(O)O. The catalyst is COCCOC. The product is [CH3:31][C:32]1[CH:37]=[CH:36][C:35]([CH3:38])=[CH:34][C:33]=1[C:2]1[CH:7]=[CH:6][CH:5]=[CH:4][C:3]=1[CH2:8][CH2:9][C:10]([N:12]([CH:22]([CH3:24])[CH3:23])[NH:13][C:14](=[O:21])[C:15]1[CH:20]=[CH:19][CH:18]=[CH:17][CH:16]=1)=[O:11]. The yield is 0.260. (2) The reactants are [CH2:1]([O:3][C:4]1[CH:5]=[C:6]([CH:12]([N:17]2[CH2:25][C:24]3[C:19](=[CH:20][CH:21]=[CH:22][CH:23]=3)[C:18]2=[O:26])[CH2:13][C:14]([OH:16])=O)[CH:7]=[CH:8][C:9]=1[O:10][CH3:11])[CH3:2].C[N:28]1CCCCC1.CC[O:36][CH2:37]C. The catalyst is C(Cl)Cl. The product is [CH2:1]([O:3][C:4]1[CH:5]=[C:6]([CH:12]([N:17]2[CH2:25][C:24]3[C:19](=[CH:20][CH:21]=[CH:22][CH:23]=3)[C:18]2=[O:26])[CH2:13][C:14]([NH:28][O:36][CH3:37])=[O:16])[CH:7]=[CH:8][C:9]=1[O:10][CH3:11])[CH3:2]. The yield is 0.670. (3) The reactants are [Cl:1][C:2]1[N:3]=[C:4](Cl)[C:5]2[CH2:10][CH2:9][CH:8]([C:11]3[CH:16]=[CH:15][C:14]([F:17])=[CH:13][CH:12]=3)[C:6]=2[N:7]=1.[N:19]1([C:25]([O:27][C:28]([CH3:31])([CH3:30])[CH3:29])=[O:26])[CH2:24][CH2:23][NH:22][CH2:21][CH2:20]1. No catalyst specified. The product is [Cl:1][C:2]1[N:3]=[C:4]([N:22]2[CH2:21][CH2:20][N:19]([C:25]([O:27][C:28]([CH3:31])([CH3:30])[CH3:29])=[O:26])[CH2:24][CH2:23]2)[C:5]2[CH2:10][CH2:9][CH:8]([C:11]3[CH:16]=[CH:15][C:14]([F:17])=[CH:13][CH:12]=3)[C:6]=2[N:7]=1. The yield is 0.760.